Dataset: Merck oncology drug combination screen with 23,052 pairs across 39 cell lines. Task: Regression. Given two drug SMILES strings and cell line genomic features, predict the synergy score measuring deviation from expected non-interaction effect. (1) Drug 1: CC1CC2C3CCC4=CC(=O)C=CC4(C)C3(F)C(O)CC2(C)C1(O)C(=O)CO. Synergy scores: synergy=6.15. Cell line: UWB1289. Drug 2: CNC(=O)c1cc(Oc2ccc(NC(=O)Nc3ccc(Cl)c(C(F)(F)F)c3)cc2)ccn1. (2) Drug 1: COc1cccc2c1C(=O)c1c(O)c3c(c(O)c1C2=O)CC(O)(C(=O)CO)CC3OC1CC(N)C(O)C(C)O1. Synergy scores: synergy=5.94. Cell line: HCT116. Drug 2: Cn1nnc2c(C(N)=O)ncn2c1=O.